Dataset: Catalyst prediction with 721,799 reactions and 888 catalyst types from USPTO. Task: Predict which catalyst facilitates the given reaction. (1) Reactant: [C:1]([C:5]1[CH:6]=[C:7]([NH:17][C:18]([NH:20][C:21]2[C:30]3[C:25](=[CH:26][CH:27]=[CH:28][CH:29]=3)[C:24]([O:31][CH2:32][C:33]3[CH:38]=[CH:37][N:36]=[CH:35][CH:34]=3)=[CH:23][CH:22]=2)=[O:19])N(C2C=CC(C)=CC=2)N=1)([CH3:4])([CH3:3])[CH3:2].[CH:39]([C:42]1[CH:47]=[CH:46][C:45]([NH:48][NH2:49])=[CH:44][CH:43]=1)([CH3:41])[CH3:40]. Product: [C:1]([C:5]1[CH:6]=[C:7]([NH:17][C:18]([NH:20][C:21]2[C:30]3[C:25](=[CH:26][CH:27]=[CH:28][CH:29]=3)[C:24]([O:31][CH2:32][C:33]3[CH:34]=[CH:35][N:36]=[CH:37][CH:38]=3)=[CH:23][CH:22]=2)=[O:19])[N:48]([C:45]2[CH:46]=[CH:47][C:42]([CH:39]([CH3:41])[CH3:40])=[CH:43][CH:44]=2)[N:49]=1)([CH3:4])([CH3:2])[CH3:3]. The catalyst class is: 521. (2) Reactant: [NH2:1][CH:2]([C:7]1[N:12]=[CH:11][C:10]([C:13]2[CH:18]=[CH:17][C:16]([C@H:19]3[O:23]C(C)(C)[N:21]([C:26](=[O:30])[CH:27]([F:29])[F:28])[C@H:20]3[CH2:31][F:32])=[CH:15][CH:14]=2)=[CH:9][CH:8]=1)[C:3]([F:6])([F:5])[F:4].FC(F)(F)C(O)=O. Product: [NH2:1][CH:2]([C:7]1[N:12]=[CH:11][C:10]([C:13]2[CH:14]=[CH:15][C:16]([C@@H:19]([OH:23])[C@H:20]([NH:21][C:26](=[O:30])[CH:27]([F:29])[F:28])[CH2:31][F:32])=[CH:17][CH:18]=2)=[CH:9][CH:8]=1)[C:3]([F:4])([F:5])[F:6]. The catalyst class is: 2. (3) Reactant: [O:1]=[C:2]1[N:8]([CH:9]2[CH2:14][CH2:13][N:12]([C:15]([O:17][C@@H:18]([C:30](O)=[O:31])[CH2:19][C:20]3[CH:28]=[C:27]([CH3:29])[C:23]4[NH:24][CH:25]=[N:26][C:22]=4[CH:21]=3)=[O:16])[CH2:11][CH2:10]2)[CH2:7][CH2:6][C:5]2[CH:33]=[CH:34][CH:35]=[CH:36][C:4]=2[NH:3]1.CN(C(ON1N=NC2C=CC=CC1=2)=[N+](C)C)C.[B-](F)(F)(F)F.C(N(CC)CC)C.[CH3:66][S:67]([N:70]1[CH2:75][CH2:74][CH:73]([CH:76]2[CH2:81][CH2:80][NH:79][CH2:78][CH2:77]2)[CH2:72][CH2:71]1)(=[O:69])=[O:68]. Product: [O:1]=[C:2]1[N:8]([CH:9]2[CH2:10][CH2:11][N:12]([C:15]([O:17][C@H:18]([CH2:19][C:20]3[CH:28]=[C:27]([CH3:29])[C:23]4[NH:24][CH:25]=[N:26][C:22]=4[CH:21]=3)[C:30]([N:79]3[CH2:78][CH2:77][CH:76]([CH:73]4[CH2:72][CH2:71][N:70]([S:67]([CH3:66])(=[O:69])=[O:68])[CH2:75][CH2:74]4)[CH2:81][CH2:80]3)=[O:31])=[O:16])[CH2:13][CH2:14]2)[CH2:7][CH2:6][C:5]2[CH:33]=[CH:34][CH:35]=[CH:36][C:4]=2[NH:3]1. The catalyst class is: 3. (4) Reactant: [H-].[H-].[H-].[H-].[Li+].[Al+3].C1(C([O:12][CH:13]2[CH2:18][CH2:17][N:16]([C:19]([CH:21]3[CH2:23][CH2:22]3)=O)[CH2:15][CH2:14]2)=O)CC1.O.[OH-].[Na+]. Product: [CH:21]1([CH2:19][N:16]2[CH2:17][CH2:18][CH:13]([OH:12])[CH2:14][CH2:15]2)[CH2:22][CH2:23]1. The catalyst class is: 49. (5) Reactant: [OH-].[Na+].Br[CH2:4][CH2:5][CH2:6][CH2:7][CH2:8][Br:9].[C:10](=[O:13])([SH:12])[CH3:11]. Product: [C:10](=[O:13])([S:12][CH2:4][CH2:5][CH2:6][CH2:7][CH2:8][Br:9])[CH3:11]. The catalyst class is: 1. (6) Reactant: [OH:1][C:2]1[CH:7]=[CH:6][C:5]([N:8]=[N:9][C:10]2[CH:15]=[CH:14][C:13]([N+:16]([O-:18])=[O:17])=[CH:12][CH:11]=2)=[CH:4][CH:3]=1.Cl[CH2:20][CH2:21][CH2:22][CH2:23][CH2:24][CH2:25][OH:26].C(=O)([O-])[O-].[K+].[K+].[I-].[K+]. Product: [OH:26][CH2:25][CH2:24][CH2:23][CH2:22][CH2:21][CH2:20][O:1][C:2]1[CH:7]=[CH:6][C:5]([N:8]=[N:9][C:10]2[CH:15]=[CH:14][C:13]([N+:16]([O-:18])=[O:17])=[CH:12][CH:11]=2)=[CH:4][CH:3]=1. The catalyst class is: 287. (7) Reactant: [O:1]1[CH2:5][CH2:4][CH2:3][C@H:2]1[C:6]([OH:8])=O.[CH2:9]([C:16]1[S:20][C:19]([C:21]2[CH:26]=[C:25]([F:27])[CH:24]=[CH:23][C:22]=2[F:28])=[N:18][C:17]=1[C@H:29]([NH:34][CH2:35][C@H:36]1[C@@H:40]([F:41])[CH2:39][N:38]([C:42]([O:44][CH2:45][C:46]2[CH:51]=[CH:50][CH:49]=[CH:48][CH:47]=2)=[O:43])[CH2:37]1)[C:30]([CH3:33])([CH3:32])[CH3:31])[C:10]1[CH:15]=[CH:14][CH:13]=[CH:12][CH:11]=1.C(N(CC)C(C)C)(C)C. Product: [CH2:9]([C:16]1[S:20][C:19]([C:21]2[CH:26]=[C:25]([F:27])[CH:24]=[CH:23][C:22]=2[F:28])=[N:18][C:17]=1[C@H:29]([N:34]([CH2:35][C@H:36]1[C@@H:40]([F:41])[CH2:39][N:38]([C:42]([O:44][CH2:45][C:46]2[CH:47]=[CH:48][CH:49]=[CH:50][CH:51]=2)=[O:43])[CH2:37]1)[C:6]([C@@H:2]1[CH2:3][CH2:4][CH2:5][O:1]1)=[O:8])[C:30]([CH3:33])([CH3:32])[CH3:31])[C:10]1[CH:15]=[CH:14][CH:13]=[CH:12][CH:11]=1. The catalyst class is: 309.